Dataset: Forward reaction prediction with 1.9M reactions from USPTO patents (1976-2016). Task: Predict the product of the given reaction. (1) Given the reactants [Cl:1][C:2]1[CH:3]=[C:4]([CH:18]=[CH:19][C:20]=1[F:21])[CH2:5][C:6]1[CH:7]=[N:8][C:9]2[N:10]([N:12]=[CH:13][C:14]=2[C:15]([OH:17])=O)[CH:11]=1.[NH2:22][CH2:23][CH2:24][OH:25].CN(C(ON1N=NC2C=CC=CC1=2)=[N+](C)C)C.[B-](F)(F)(F)F.C(N(CC)CC)C, predict the reaction product. The product is: [Cl:1][C:2]1[CH:3]=[C:4]([CH:18]=[CH:19][C:20]=1[F:21])[CH2:5][C:6]1[CH:7]=[N:8][C:9]2[N:10]([N:12]=[CH:13][C:14]=2[C:15]([NH:22][CH2:23][CH2:24][OH:25])=[O:17])[CH:11]=1. (2) Given the reactants C(N(CC)CC)C.Cl.Cl.[N+:10]([C:13]1[CH:18]=[CH:17][N:16]=[C:15]([O:19][CH:20]2[CH2:25][CH2:24][NH:23][CH2:22][CH2:21]2)[CH:14]=1)([O-:12])=[O:11].[F:26][C:27]1[CH:35]=[CH:34][CH:33]=[C:32]([F:36])[C:28]=1[C:29](Cl)=[O:30], predict the reaction product. The product is: [F:26][C:27]1[CH:35]=[CH:34][CH:33]=[C:32]([F:36])[C:28]=1[C:29]([N:23]1[CH2:24][CH2:25][CH:20]([O:19][C:15]2[CH:14]=[C:13]([N+:10]([O-:12])=[O:11])[CH:18]=[CH:17][N:16]=2)[CH2:21][CH2:22]1)=[O:30]. (3) Given the reactants [I-:1].[I-:1].[I-:1].[CH3:4][N:5]([CH3:24])[C:6]1[CH:7]=[C:8]2[C:17](=[CH:18][CH:19]=1)[N:16]=[C:15]1[C:10]([CH:11]=[CH:12][CH:13]=[C:14]1[C:20]([F:23])([F:22])[F:21])=[S+:9]2.[CH3:4][N:5]([C:6]1[CH:7]=[C:8]2[C:17](=[CH:18][CH:19]=1)[N:16]=[C:15]1[C:10]([CH:11]=[CH:12][CH:13]=[C:14]1[C:20]([F:23])([F:22])[F:21])=[S+:9]2)[CH3:24].[CH3:4][N:5]([C:6]1[CH:7]=[C:8]2[C:17](=[CH:18][CH:19]=1)[N:16]=[C:15]1[C:10]([CH:11]=[CH:12][CH:13]=[C:14]1[C:20]([F:23])([F:22])[F:21])=[S+:9]2)[CH3:24].[CH3:67][N:68]1[CH2:73][CH2:72][NH:71][CH2:70][CH2:69]1, predict the reaction product. The product is: [I-:1].[CH3:4][N:5]([CH3:24])[C:6]1[CH:7]=[C:8]2[C:17](=[CH:18][CH:19]=1)[N:16]=[C:15]1[C:10]([CH:11]=[C:12]([N:71]3[CH2:72][CH2:73][N:68]([CH3:67])[CH2:69][CH2:70]3)[CH:13]=[C:14]1[C:20]([F:23])([F:21])[F:22])=[S+:9]2. (4) Given the reactants [CH3:1][O:2][C:3]1[CH:4]=[C:5]2[C:10](=[CH:11][C:12]=1[O:13][CH3:14])[N:9]=[CH:8][N:7]=[C:6]2[O:15][C:16]1[CH:22]=[CH:21][C:19]([NH2:20])=[CH:18][CH:17]=1.C1(C)C=CC=CC=1.C(N(CC)CC)C.ClC(Cl)(O[C:41](=[O:47])[O:42][C:43](Cl)(Cl)Cl)Cl.[Cl:49][C:50]1[CH:55]=[CH:54][C:53]([S:56][CH2:57][CH2:58]CO)=[C:52]([CH3:61])[CH:51]=1, predict the reaction product. The product is: [CH3:1][O:2][C:3]1[CH:4]=[C:5]2[C:10](=[CH:11][C:12]=1[O:13][CH3:14])[N:9]=[CH:8][N:7]=[C:6]2[O:15][C:16]1[CH:22]=[CH:21][C:19]([NH:20][C:41](=[O:47])[O:42][CH2:43][CH2:58][CH2:57][S:56][C:53]2[CH:54]=[CH:55][C:50]([Cl:49])=[CH:51][C:52]=2[CH3:61])=[CH:18][CH:17]=1. (5) Given the reactants [Cl:1][C:2]1[N:7]=[C:6]([Cl:8])[C:5]([N+:9]([O-])=O)=[CH:4][N:3]=1, predict the reaction product. The product is: [Cl:1][C:2]1[N:7]=[C:6]([Cl:8])[C:5]([NH2:9])=[CH:4][N:3]=1.